This data is from Tyrosyl-DNA phosphodiesterase HTS with 341,365 compounds. The task is: Binary Classification. Given a drug SMILES string, predict its activity (active/inactive) in a high-throughput screening assay against a specified biological target. (1) The drug is O1N=C(C2C3C4C(C(C3)C12)C(=O)N(C4=O)CCc1cc(OC)c(OC)cc1)C(=O)N. The result is 1 (active). (2) The drug is Clc1ccc(CNC(=O)COC(=O)/C=C\c2oc(cc2)C)cc1. The result is 0 (inactive).